This data is from Full USPTO retrosynthesis dataset with 1.9M reactions from patents (1976-2016). The task is: Predict the reactants needed to synthesize the given product. (1) Given the product [NH:1]1[C:5]2[CH:6]=[CH:7][CH:8]=[CH:9][C:4]=2[N:3]=[C:2]1[CH:10]([OH:11])[C:12]1[CH:13]=[CH:14][C:15]([O:16][C:17]2[C:18]([CH:23]3[CH2:28][CH2:27][N:26]([C:29](=[O:31])[CH3:30])[CH2:25][CH2:24]3)=[N:19][CH:20]=[CH:21][N:22]=2)=[CH:32][CH:33]=1, predict the reactants needed to synthesize it. The reactants are: [NH:1]1[C:5]2[CH:6]=[CH:7][CH:8]=[CH:9][C:4]=2[N:3]=[C:2]1[C:10]([C:12]1[CH:33]=[CH:32][C:15]([O:16][C:17]2[C:18]([CH:23]3[CH2:28][CH2:27][N:26]([C:29](=[O:31])[CH3:30])[CH2:25][CH2:24]3)=[N:19][CH:20]=[CH:21][N:22]=2)=[CH:14][CH:13]=1)=[O:11].CC1C=C2N=C3C(=NC(NC3=O)=O)N(C[C@H](O)[C@H](O)[C@H](O)CO)C2=CC=1C. (2) The reactants are: [OH:1][C:2]1[CH:3]=[C:4]2[C:9](=[CH:10][CH:11]=1)[CH2:8][CH:7]([CH2:12][OH:13])[CH2:6][CH2:5]2.CCN(CC)CC.[CH3:21][S:22](Cl)(=[O:24])=[O:23]. Given the product [CH3:21][S:22]([O:13][CH2:12][CH:7]1[CH2:6][CH2:5][C:4]2[C:9](=[CH:10][CH:11]=[C:2]([O:1][S:22]([CH3:21])(=[O:24])=[O:23])[CH:3]=2)[CH2:8]1)(=[O:24])=[O:23], predict the reactants needed to synthesize it. (3) Given the product [CH2:32]([O:31][CH:5]([CH2:6][C:7]1[CH:12]=[CH:11][C:10]([O:13][CH2:14][CH2:15][C:16]2[N:17]=[C:18]([C:22]3[CH:23]=[CH:24][C:25]([O:28][CH3:29])=[CH:26][CH:27]=3)[S:19][C:20]=2[CH3:21])=[CH:9][C:8]=1[CH3:30])[C:4]([OH:34])=[O:3])[CH3:33], predict the reactants needed to synthesize it. The reactants are: C([O:3][C:4](=[O:34])[CH:5]([O:31][CH2:32][CH3:33])[CH2:6][C:7]1[CH:12]=[CH:11][C:10]([O:13][CH2:14][CH2:15][C:16]2[N:17]=[C:18]([C:22]3[CH:27]=[CH:26][C:25]([O:28][CH3:29])=[CH:24][CH:23]=3)[S:19][C:20]=2[CH3:21])=[CH:9][C:8]=1[CH3:30])C.[Li+].[OH-]. (4) Given the product [CH2:25]([O:24][C:23]1[C:18]([C:16]([NH:15][C:6]2([C:4]([OH:5])=[O:3])[CH2:7][C:8]3[C:13](=[CH:12][CH:11]=[CH:10][CH:9]=3)[CH2:14]2)=[O:17])=[N:19][CH:20]=[CH:21][CH:22]=1)[CH2:26][CH3:27], predict the reactants needed to synthesize it. The reactants are: C([O:3][C:4]([C:6]1([NH:15][C:16]([C:18]2[C:23]([O:24][CH2:25][CH2:26][CH3:27])=[CH:22][CH:21]=[CH:20][N:19]=2)=[O:17])[CH2:14][C:13]2[C:8](=[CH:9][CH:10]=[CH:11][CH:12]=2)[CH2:7]1)=[O:5])C.O1CCOCC1.CO.